From a dataset of Forward reaction prediction with 1.9M reactions from USPTO patents (1976-2016). Predict the product of the given reaction. (1) Given the reactants [C:1]1([C:11]([OH:13])=[O:12])[C:10]2[C:5](=[CH:6][CH:7]=[CH:8][CH:9]=2)[CH:4]=[CH:3][CH:2]=1.[CH2:14](Br)[C:15]#[CH:16], predict the reaction product. The product is: [CH2:16]([O:12][C:11]([C:1]1[C:10]2[C:5](=[CH:6][CH:7]=[CH:8][CH:9]=2)[CH:4]=[CH:3][CH:2]=1)=[O:13])[C:15]#[CH:14]. (2) Given the reactants [Cl:1][C:2]1[CH:3]=[N:4][CH:5]=[C:6]([Cl:11])[C:7]=1[C@@H:8]([OH:10])[CH3:9].C(N(CC)CC)C.[CH3:19][S:20](Cl)(=[O:22])=[O:21], predict the reaction product. The product is: [CH3:19][S:20]([O:10][C@H:8]([C:7]1[C:2]([Cl:1])=[CH:3][N:4]=[CH:5][C:6]=1[Cl:11])[CH3:9])(=[O:22])=[O:21]. (3) The product is: [Br:8][C:5]1[CH:6]=[CH:7][C:2]([CH:14]([OH:18])[CH2:15][CH2:16][CH3:17])=[N:3][CH:4]=1. Given the reactants Br[C:2]1[CH:7]=[CH:6][C:5]([Br:8])=[CH:4][N:3]=1.C([Li])CCC.[CH:14](=[O:18])[CH2:15][CH2:16][CH3:17], predict the reaction product.